This data is from Catalyst prediction with 721,799 reactions and 888 catalyst types from USPTO. The task is: Predict which catalyst facilitates the given reaction. (1) Reactant: [OH-].[Na+].[F:3][C:4]1[CH:9]=[CH:8][C:7]([C:10]2[N:11]=[C:12]([C:15]3[N:25]=[CH:24][CH:23]=[CH:22][C:16]=3[C:17]([O:19]CC)=[O:18])[S:13][CH:14]=2)=[CH:6][CH:5]=1. Product: [F:3][C:4]1[CH:9]=[CH:8][C:7]([C:10]2[N:11]=[C:12]([C:15]3[N:25]=[CH:24][CH:23]=[CH:22][C:16]=3[C:17]([OH:19])=[O:18])[S:13][CH:14]=2)=[CH:6][CH:5]=1. The catalyst class is: 5. (2) Reactant: C(OC(=O)[NH:7][CH:8]1[CH2:13][CH2:12][CH2:11][CH:10]([NH:14][C:15]2[N:23]=[C:22]([Cl:24])[N:21]=[C:20]3[C:16]=2[N:17]=[CH:18][NH:19]3)[CH2:9]1)(C)(C)C.[C:26]([OH:32])([C:28]([F:31])([F:30])[F:29])=[O:27]. Product: [Cl:24][C:22]1[N:21]=[C:20]2[C:16]([N:17]=[CH:18][NH:19]2)=[C:15]([NH:14][CH:10]2[CH2:11][CH2:12][CH2:13][CH:8]([NH2:7])[CH2:9]2)[N:23]=1.[C:26]([OH:32])([C:28]([F:31])([F:30])[F:29])=[O:27]. The catalyst class is: 2. (3) Reactant: C([O:8][C:9](=[O:28])[C:10]1[CH:15]=[CH:14][C:13]([O:16][CH2:17][C:18]2[CH:23]=[CH:22][CH:21]=[CH:20][CH:19]=2)=[CH:12][C:11]=1[NH:24]C(=O)C)C1C=CC=CC=1.[OH-].[Na+].Cl. Product: [NH2:24][C:11]1[CH:12]=[C:13]([O:16][CH2:17][C:18]2[CH:23]=[CH:22][CH:21]=[CH:20][CH:19]=2)[CH:14]=[CH:15][C:10]=1[C:9]([OH:28])=[O:8]. The catalyst class is: 14. (4) Reactant: [C:1]([NH:5][C:6]1[CH:11]=[C:10]([Cl:12])[N:9]=[CH:8][C:7]=1[CH2:13][OH:14])([CH3:4])([CH3:3])[CH3:2]. Product: [C:1]([NH:5][C:6]1[C:7]([CH:13]=[O:14])=[CH:8][N:9]=[C:10]([Cl:12])[CH:11]=1)([CH3:4])([CH3:2])[CH3:3]. The catalyst class is: 177. (5) The catalyst class is: 5. Reactant: [O:1]1[C:10]2[C:5](=[CH:6][CH:7]=[CH:8][CH:9]=2)[C@H:4]([NH:11][C:12]([C@@H:14]2[CH2:19][N:18]3[CH2:20][C@H:21]([O:23][CH2:24][CH3:25])[CH2:22][C@H:17]3[CH2:16][N:15]2C(OC(C)(C)C)=O)=[O:13])[CH2:3][CH2:2]1.C(OCC)(=O)C.Cl. Product: [O:1]1[C:10]2[C:5](=[CH:6][CH:7]=[CH:8][CH:9]=2)[C@H:4]([NH:11][C:12]([C@@H:14]2[CH2:19][N:18]3[CH2:20][C@H:21]([O:23][CH2:24][CH3:25])[CH2:22][C@H:17]3[CH2:16][NH:15]2)=[O:13])[CH2:3][CH2:2]1. (6) Reactant: [NH2:1][C:2]1[CH:10]=[C:9]([F:11])[C:8]([F:12])=[CH:7][C:3]=1[C:4](O)=[O:5].[NH:13]1CCCC[CH2:14]1.N1C=NC=NC=1. Product: [F:12][C:8]1[CH:7]=[C:3]2[C:2](=[CH:10][C:9]=1[F:11])[N:1]=[CH:14][NH:13][C:4]2=[O:5]. The catalyst class is: 8. (7) Product: [Cl:27][C:28]1[CH:36]=[CH:35][C:34]2[N:33](/[CH:2]=[C:3](\[C:5]3[CH:10]=[CH:9][N:8]=[CH:7][CH:6]=3)/[CH3:4])[C:32]3[CH2:37][CH2:38][N:39]([CH3:41])[CH2:40][C:31]=3[C:30]=2[CH:29]=1. The catalyst class is: 471. Reactant: Br[CH:2]=[C:3]([C:5]1[CH:10]=[CH:9][N:8]=[CH:7][CH:6]=1)[CH3:4].P([O-])([O-])([O-])=O.[K+].[K+].[K+].N1CCC[C@H]1C(O)=O.[Cl:27][C:28]1[CH:36]=[CH:35][C:34]2[NH:33][C:32]3[CH2:37][CH2:38][N:39]([CH3:41])[CH2:40][C:31]=3[C:30]=2[CH:29]=1. (8) Reactant: [OH:1][CH2:2][C:3]1[CH:4]=[C:5]([C:9]2[CH2:15][C@H:14]3[N:11]([C:12](=[O:26])[C@@H:13]3[C@H:16]([O:18][Si:19]([CH2:24][CH3:25])([CH2:22][CH3:23])[CH2:20][CH3:21])[CH3:17])[C:10]=2[C:27]([O:29][CH2:30][CH:31]=[CH2:32])=[O:28])[CH:6]=[CH:7][CH:8]=1.C(N(CC)C(C)C)(C)C.[CH3:42][N:43]=[C:44]=[O:45]. Product: [CH3:42][NH:43][C:44]([O:1][CH2:2][C:3]1[CH:4]=[C:5]([C:9]2[CH2:15][C@H:14]3[N:11]([C:12](=[O:26])[C@@H:13]3[C@H:16]([O:18][Si:19]([CH2:20][CH3:21])([CH2:24][CH3:25])[CH2:22][CH3:23])[CH3:17])[C:10]=2[C:27]([O:29][CH2:30][CH:31]=[CH2:32])=[O:28])[CH:6]=[CH:7][CH:8]=1)=[O:45]. The catalyst class is: 4. (9) Reactant: [CH3:1][C:2]1[C:3]([C:24]2[CH:29]=[CH:28][CH:27]=[CH:26][CH:25]=2)=[C:4]([O:14][C:15]2[CH:23]=[CH:22][C:18]([C:19](O)=[O:20])=[CH:17][CH:16]=2)[C:5]2[C:10]([CH:11]=1)=[CH:9][C:8]([O:12][CH3:13])=[CH:7][CH:6]=2.C(Cl)(=O)C([Cl:33])=O. Product: [CH3:1][C:2]1[C:3]([C:24]2[CH:29]=[CH:28][CH:27]=[CH:26][CH:25]=2)=[C:4]([O:14][C:15]2[CH:23]=[CH:22][C:18]([C:19]([Cl:33])=[O:20])=[CH:17][CH:16]=2)[C:5]2[C:10]([CH:11]=1)=[CH:9][C:8]([O:12][CH3:13])=[CH:7][CH:6]=2. The catalyst class is: 588.